Dataset: Full USPTO retrosynthesis dataset with 1.9M reactions from patents (1976-2016). Task: Predict the reactants needed to synthesize the given product. (1) Given the product [CH2:7]([S:8][C:16]1[CH:23]=[CH:22][CH:21]=[CH:20][C:17]=1[CH:18]=[O:19])[C:1]1[CH:6]=[CH:5][CH:4]=[CH:3][CH:2]=1, predict the reactants needed to synthesize it. The reactants are: [C:1]1([CH2:7][SH:8])[CH:6]=[CH:5][CH:4]=[CH:3][CH:2]=1.C(=O)([O-])[O-].[K+].[K+].F[C:16]1[CH:23]=[CH:22][CH:21]=[CH:20][C:17]=1[CH:18]=[O:19]. (2) The reactants are: Br.[CH:2]([N:5]1[C:10](=[O:11])[CH:9]=[CH:8][C:7]([C:12]2[S:16][C:15]([NH:17][CH3:18])=[N:14][C:13]=2[C:19]2[CH:24]=[CH:23][CH:22]=[CH:21][CH:20]=2)=[N:6]1)([CH3:4])[CH3:3].[C:25]1([CH3:34])[CH:30]=[CH:29][CH:28]=[C:27]([N:31]=[C:32]=[O:33])[CH:26]=1.C(N(CC)CC)C.O. Given the product [CH:2]([N:5]1[C:10](=[O:11])[CH:9]=[CH:8][C:7]([C:12]2[S:16][C:15]([N:17]([CH3:18])[C:32]([NH:31][C:27]3[CH:28]=[CH:29][CH:30]=[C:25]([CH3:34])[CH:26]=3)=[O:33])=[N:14][C:13]=2[C:19]2[CH:24]=[CH:23][CH:22]=[CH:21][CH:20]=2)=[N:6]1)([CH3:4])[CH3:3], predict the reactants needed to synthesize it. (3) Given the product [Br:18][C:13]1[CH:12]=[CH:11][C:10]2[N:9]([CH2:19][CH:20]([OH:24])[CH2:21][NH:22][C:26]3[CH:27]=[N:28][CH:29]=[CH:30][CH:31]=3)[C:8]3[C:16]([C:15]=2[CH:14]=1)=[CH:17][C:5]([Br:4])=[CH:6][CH:7]=3, predict the reactants needed to synthesize it. The reactants are: O[Li].O.[Br:4][C:5]1[CH:6]=[CH:7][C:8]2[N:9]([CH2:19][CH:20]3[O:24]C(=O)[N:22]([C:26]4[CH:27]=[N:28][CH:29]=[CH:30][CH:31]=4)[CH2:21]3)[C:10]3[C:15]([C:16]=2[CH:17]=1)=[CH:14][C:13]([Br:18])=[CH:12][CH:11]=3.C1COCC1. (4) Given the product [CH3:29][O:28][C:25]1[CH:24]=[CH:23][C:22]([C:21]2[C:14]3[C:13]([NH:12][C:8]4[CH:7]=[C:6]([CH2:5][CH2:4][C:3]([OH:36])=[O:2])[CH:11]=[CH:10][CH:9]=4)=[N:18][CH:17]=[N:16][C:15]=3[O:19][C:20]=2[C:30]2[CH:35]=[CH:34][CH:33]=[CH:32][CH:31]=2)=[CH:27][CH:26]=1, predict the reactants needed to synthesize it. The reactants are: C[O:2][C:3](=[O:36])[CH2:4][CH2:5][C:6]1[CH:11]=[CH:10][CH:9]=[C:8]([NH:12][C:13]2[C:14]3[C:21]([C:22]4[CH:27]=[CH:26][C:25]([O:28][CH3:29])=[CH:24][CH:23]=4)=[C:20]([C:30]4[CH:35]=[CH:34][CH:33]=[CH:32][CH:31]=4)[O:19][C:15]=3[N:16]=[CH:17][N:18]=2)[CH:7]=1.[OH-].[Na+].Cl. (5) Given the product [CH2:1]([O:3][C:4]1[CH:5]=[C:6]([C:13]2[O:17][N:16]=[C:15]([C:18]3[CH:26]=[CH:25][CH:24]=[C:23]4[C:19]=3[CH2:20][CH2:21][N:22]4[C:27]([NH:29][CH2:30][C:31]([OH:33])=[O:32])=[O:28])[N:14]=2)[CH:7]=[CH:8][C:9]=1[O:10][CH2:11][CH3:12])[CH3:2], predict the reactants needed to synthesize it. The reactants are: [CH2:1]([O:3][C:4]1[CH:5]=[C:6]([C:13]2[O:17][N:16]=[C:15]([C:18]3[CH:26]=[CH:25][CH:24]=[C:23]4[C:19]=3[CH2:20][CH2:21][N:22]4[C:27]([NH:29][CH2:30][C:31]([O:33]CC)=[O:32])=[O:28])[N:14]=2)[CH:7]=[CH:8][C:9]=1[O:10][CH2:11][CH3:12])[CH3:2].C(C1C=CC(NC(=O)NCCC(OCC)=O)=CC=1)CCCCCCC. (6) The reactants are: [CH3:1][S:2]([N:5]1[CH2:10][CH2:9][CH2:8][C@H:7]([NH:11][C:12]2[C:17]([C:18]3[N:19]=[C:20]4[CH:26]=[CH:25][N:24](COCC[Si](C)(C)C)[C:21]4=[N:22][CH:23]=3)=[CH:16][N:15]=[C:14](S(C)(=O)=O)[N:13]=2)[CH2:6]1)(=[O:4])=[O:3].CS(C)(=O)=O.O1[CH2:49][CH2:48]OCC1. Given the product [CH3:1][S:2]([N:5]1[CH2:10][CH2:9][CH2:8][C@H:7]([NH:11][C:12]2[C:17]([C:18]3[N:19]=[C:20]4[CH:26]=[CH:25][NH:24][C:21]4=[N:22][CH:23]=3)=[CH:16][N:15]=[C:14]([N:19]3[CH2:20][CH2:21][N:22]([C:49]4[CH:48]=[CH:8][CH:7]=[CH:6][N:5]=4)[CH2:23][CH2:18]3)[N:13]=2)[CH2:6]1)(=[O:3])=[O:4], predict the reactants needed to synthesize it. (7) Given the product [F:27][C:24]1[CH:23]=[CH:22][C:21]([O:20][CH2:19][C:17]2[N:18]=[C:13]3[S:12][C:11]([CH3:29])=[C:10]([CH:8]4[CH2:9][CH:7]4[CH2:6][C:30]#[N:31])[N:14]3[C:15](=[O:28])[CH:16]=2)=[CH:26][CH:25]=1, predict the reactants needed to synthesize it. The reactants are: CS(O[CH2:6][CH:7]1[CH2:9][CH:8]1[C:10]1[N:14]2[C:15](=[O:28])[CH:16]=[C:17]([CH2:19][O:20][C:21]3[CH:26]=[CH:25][C:24]([F:27])=[CH:23][CH:22]=3)[N:18]=[C:13]2[S:12][C:11]=1[CH3:29])(=O)=O.[C-:30]#[N:31].[Na+].O.C(=O)(O)[O-].[NH4+].